From a dataset of Reaction yield outcomes from USPTO patents with 853,638 reactions. Predict the reaction yield, written as a fraction of the theoretical maximum amount of product (1.0 means a 100% yield; for example, 0.34 means a 34% yield). The reactants are Br[C:2]1[C:3]([C:10]([O:12][CH3:13])=[O:11])=[N:4][C:5]([S:8][CH3:9])=[N:6][CH:7]=1.C(N(CC)CC)C.[C:21]([CH:23]1[CH2:25][CH2:24]1)#[CH:22]. The yield is 0.860. The product is [CH:23]1([C:21]#[C:22][C:2]2[C:3]([C:10]([O:12][CH3:13])=[O:11])=[N:4][C:5]([S:8][CH3:9])=[N:6][CH:7]=2)[CH2:25][CH2:24]1. The catalyst is CN(C=O)C.C(OCC)(=O)C.[Cu]I.Cl[Pd](Cl)([P](C1C=CC=CC=1)(C1C=CC=CC=1)C1C=CC=CC=1)[P](C1C=CC=CC=1)(C1C=CC=CC=1)C1C=CC=CC=1.